From a dataset of Forward reaction prediction with 1.9M reactions from USPTO patents (1976-2016). Predict the product of the given reaction. The product is: [CH2:35]([C:36]1[NH:38][N:39]=[C:4]([C:6]2[CH:7]=[C:8]3[C:12](=[CH:13][CH:14]=2)[NH:11][N:10]=[C:9]3[C:15]2[CH:24]=[CH:23][C:22]3[C:17](=[CH:18][CH:19]=[C:20]([O:25][CH2:26][C:27]4[N:28]([CH3:32])[CH:29]=[N:30][CH:31]=4)[CH:21]=3)[CH:16]=2)[N:5]=1)[CH:34]([CH3:40])[CH3:33]. Given the reactants C(O[C:4]([C:6]1[CH:7]=[C:8]2[C:12](=[CH:13][CH:14]=1)[NH:11][N:10]=[C:9]2[C:15]1[CH:24]=[CH:23][C:22]2[C:17](=[CH:18][CH:19]=[C:20]([O:25][CH2:26][C:27]3[N:28]([CH3:32])[CH:29]=[N:30][CH:31]=3)[CH:21]=2)[CH:16]=1)=[NH:5])C.[CH3:33][CH:34]([CH3:40])[CH2:35][C:36]([NH:38][NH2:39])=O.C(N(CC)CC)C, predict the reaction product.